Predict the reactants needed to synthesize the given product. From a dataset of Full USPTO retrosynthesis dataset with 1.9M reactions from patents (1976-2016). (1) Given the product [NH2:10][CH2:19][C:20]1[S:24][C:23]([NH:25][C:26]2[CH:27]=[C:28]([CH:44]=[CH:45][CH:46]=2)[CH2:29][NH:30][C:31]2[C:40]3[C:35](=[C:36]([C:41]([NH2:43])=[O:42])[CH:37]=[CH:38][CH:39]=3)[N:34]=[CH:33][N:32]=2)=[N:22][CH:21]=1, predict the reactants needed to synthesize it. The reactants are: FC(F)(F)C(O)=O.O=C1C2C(=CC=CC=2)C(=O)[N:10]1[CH2:19][C:20]1[S:24][C:23]([NH:25][C:26]2[CH:27]=[C:28]([CH:44]=[CH:45][CH:46]=2)[CH2:29][NH:30][C:31]2[C:40]3[C:35](=[C:36]([C:41]([NH2:43])=[O:42])[CH:37]=[CH:38][CH:39]=3)[N:34]=[CH:33][N:32]=2)=[N:22][CH:21]=1.O.NN. (2) Given the product [Cl:2][C:3]1[CH:4]=[C:5]2[C:9](=[CH:10][CH:11]=1)[NH:8][CH:7]=[C:6]2[CH2:12][CH2:13][NH:14][C:27](=[O:28])[C:26]([NH:25][C@H:17]([CH2:18][C:19]1[CH:20]=[CH:21][CH:22]=[CH:23][CH:24]=1)[CH2:16][OH:15])=[O:30], predict the reactants needed to synthesize it. The reactants are: Cl.[Cl:2][C:3]1[CH:4]=[C:5]2[C:9](=[CH:10][CH:11]=1)[NH:8][CH:7]=[C:6]2[CH2:12][CH2:13][NH2:14].[OH:15][CH2:16][C@H:17]([NH:25][C:26](=[O:30])[C:27](O)=[O:28])[CH2:18][C:19]1[CH:24]=[CH:23][CH:22]=[CH:21][CH:20]=1.CN(C(ON1N=NC2C=CC=NC1=2)=[N+](C)C)C.F[P-](F)(F)(F)(F)F.C(N(CC)C(C)C)(C)C. (3) Given the product [Cl:1][C:2]1[C:3]2[NH:14][C:9]([CH2:10][O:11][CH3:12])=[N:8][C:4]=2[CH:5]=[CH:6][CH:7]=1, predict the reactants needed to synthesize it. The reactants are: [Cl:1][C:2]1[C:3]([N+:14]([O-])=O)=[C:4]([NH:8][C:9](=O)[CH2:10][O:11][CH3:12])[CH:5]=[CH:6][CH:7]=1.O.O.[Sn](Cl)(Cl)(Cl)Cl.[OH-].[Na+]. (4) Given the product [CH3:19][O:18][C:15]1[N:14]=[CH:13][C:12]([NH:11][C:3]2[C:2]([C:23]3[N:22]=[C:21]([CH3:20])[N:26]=[C:25]([S:27][CH3:28])[N:24]=3)=[CH:7][N:6]=[C:5]([N:8]([CH3:10])[CH3:9])[N:4]=2)=[CH:17][CH:16]=1, predict the reactants needed to synthesize it. The reactants are: I[C:2]1[C:3]([NH:11][C:12]2[CH:13]=[N:14][C:15]([O:18][CH3:19])=[CH:16][CH:17]=2)=[N:4][C:5]([N:8]([CH3:10])[CH3:9])=[N:6][CH:7]=1.[CH3:20][C:21]1[N:26]=[C:25]([S:27][CH3:28])[N:24]=[C:23]([Sn](CCCC)(CCCC)CCCC)[N:22]=1.[F-].[Cs+].O1CCOCC1. (5) The reactants are: [CH3:1][C@@H:2]1[NH:7][CH2:6][CH2:5][N:4]([C:8]([O:10][C:11]([CH3:14])([CH3:13])[CH3:12])=[O:9])[CH2:3]1.C(N(CC)CC)C.Cl[C:23]([O:25][CH2:26][C:27]1[CH:32]=[CH:31][CH:30]=[CH:29][CH:28]=1)=[O:24]. Given the product [CH3:1][C@H:2]1[CH2:3][N:4]([C:8]([O:10][C:11]([CH3:13])([CH3:12])[CH3:14])=[O:9])[CH2:5][CH2:6][N:7]1[C:23]([O:25][CH2:26][C:27]1[CH:32]=[CH:31][CH:30]=[CH:29][CH:28]=1)=[O:24], predict the reactants needed to synthesize it. (6) The reactants are: [CH3:1][O:2][C:3]1[CH:4]=[C:5]([CH:7]=[C:8]([O:10][CH3:11])[CH:9]=1)[NH2:6].[Br-:12].[Br-].[Br-].C([N+](CCCC)(CCCC)CCCC)CCC.C([N+](CCCC)(CCCC)CCCC)CCC.C([N+](CCCC)(CCCC)CCCC)CCC.C(=O)(O)[O-].[Na+]. Given the product [Br:12][C:9]1[C:8]([O:10][CH3:11])=[CH:7][C:5]([NH2:6])=[CH:4][C:3]=1[O:2][CH3:1], predict the reactants needed to synthesize it. (7) Given the product [NH2:1][C:2]1[N:6]([C:7]2[CH:8]=[C:9]([CH:16]=[CH:17][C:18]=2[CH3:19])[C:10]([NH:12][CH:13]2[CH2:15][CH2:14]2)=[O:11])[N:5]=[CH:4][C:3]=1[C:20](=[O:29])[C:21]1[CH:26]=[CH:25][CH:24]=[C:23]([CH2:27][OH:28])[CH:22]=1, predict the reactants needed to synthesize it. The reactants are: [NH2:1][C:2]1[N:6]([C:7]2[CH:8]=[C:9]([CH:16]=[CH:17][C:18]=2[CH3:19])[C:10]([NH:12][CH:13]2[CH2:15][CH2:14]2)=[O:11])[N:5]=[CH:4][C:3]=1[C:20](=[O:29])[C:21]1[CH:26]=[CH:25][CH:24]=[C:23]([CH:27]=[O:28])[CH:22]=1.[BH4-].[Na+].[OH-].[Na+]. (8) Given the product [C:1]([O:5][C:6]([N:8]1[CH2:9][CH2:10][CH:11]([O:14][C:15]2[CH:20]=[CH:19][C:18]([C:21]3[C:35]([CH3:34])=[N:32][NH:33][C:26](=[O:30])[CH:27]=3)=[CH:17][CH:16]=2)[CH2:12][CH2:13]1)=[O:7])([CH3:4])([CH3:3])[CH3:2], predict the reactants needed to synthesize it. The reactants are: [C:1]([O:5][C:6]([N:8]1[CH2:13][CH2:12][CH:11]([O:14][C:15]2[CH:20]=[CH:19][C:18]([CH2:21]C(=O)C)=[CH:17][CH:16]=2)[CH2:10][CH2:9]1)=[O:7])([CH3:4])([CH3:3])[CH3:2].O.[C:26]([OH:30])(=O)[CH:27]=O.O.[NH2:32][NH2:33].[CH3:34][CH2:35]O. (9) Given the product [F:1][C:2]1[CH:7]=[C:6]([C:25]2[C:26]([S:31][CH:32]([CH3:34])[CH3:33])=[N:27][CH:28]=[CH:29][CH:30]=2)[CH:5]=[CH:4][C:3]=1[C:17]1[N:18]=[CH:19][C:20]([NH2:23])=[N:21][CH:22]=1, predict the reactants needed to synthesize it. The reactants are: [F:1][C:2]1[CH:7]=[C:6](B2OC(C)(C)C(C)(C)O2)[CH:5]=[CH:4][C:3]=1[C:17]1[N:18]=[CH:19][C:20]([NH2:23])=[N:21][CH:22]=1.Br[C:25]1[C:26]([S:31][CH:32]([CH3:34])[CH3:33])=[N:27][CH:28]=[CH:29][CH:30]=1. (10) The reactants are: [F:1][C:2]([F:46])([F:45])[C:3]1[CH:4]=[C:5]([C@H:13]2[O:17][C:16](=[O:18])[N:15]([CH2:19][C:20]3[C:21]([N:30]([CH2:42][CH3:43])[CH:31]4[CH2:36][CH2:35][N:34]([CH2:37][C:38]([O:40]C)=[O:39])[CH2:33][CH2:32]4)=[N:22][CH:23]=[C:24]([C:26]([F:29])([F:28])[F:27])[CH:25]=3)[C@H:14]2[CH3:44])[CH:6]=[C:7]([C:9]([F:12])([F:11])[F:10])[CH:8]=1.[Li+].[OH-].Cl. Given the product [F:12][C:9]([F:10])([F:11])[C:7]1[CH:6]=[C:5]([C@H:13]2[O:17][C:16](=[O:18])[N:15]([CH2:19][C:20]3[C:21]([N:30]([CH2:42][CH3:43])[CH:31]4[CH2:36][CH2:35][N:34]([CH2:37][C:38]([OH:40])=[O:39])[CH2:33][CH2:32]4)=[N:22][CH:23]=[C:24]([C:26]([F:29])([F:27])[F:28])[CH:25]=3)[C@H:14]2[CH3:44])[CH:4]=[C:3]([C:2]([F:46])([F:45])[F:1])[CH:8]=1, predict the reactants needed to synthesize it.